From a dataset of CYP2C19 inhibition data for predicting drug metabolism from PubChem BioAssay. Regression/Classification. Given a drug SMILES string, predict its absorption, distribution, metabolism, or excretion properties. Task type varies by dataset: regression for continuous measurements (e.g., permeability, clearance, half-life) or binary classification for categorical outcomes (e.g., BBB penetration, CYP inhibition). Dataset: cyp2c19_veith. (1) The drug is Cc1c2ccncc2c(C)c2c1[nH]c1ccccc12. The result is 1 (inhibitor). (2) The molecule is NC(N)=N/N=C\c1ccc(C2CCNCC2)cc1. The result is 0 (non-inhibitor).